From a dataset of hERG potassium channel inhibition data for cardiac toxicity prediction from Karim et al.. Regression/Classification. Given a drug SMILES string, predict its toxicity properties. Task type varies by dataset: regression for continuous values (e.g., LD50, hERG inhibition percentage) or binary classification for toxic/non-toxic outcomes (e.g., AMES mutagenicity, cardiotoxicity, hepatotoxicity). Dataset: herg_karim. (1) The drug is CS(=O)(=O)c1ccc(-c2cnn3ccc(-c4cccc(S(=O)(=O)C5CC5)c4)nc23)cc1. The result is 1 (blocker). (2) The molecule is C[C@@H](c1ccccn1)c1c(CCN(C)C)sc2ccccc12. The result is 1 (blocker). (3) The result is 0 (non-blocker). The molecule is COc1cc2ncnc(Nc3cccc(Cl)c3F)c2cc1CN1CCOCC1.